This data is from Catalyst prediction with 721,799 reactions and 888 catalyst types from USPTO. The task is: Predict which catalyst facilitates the given reaction. Reactant: C(OC([NH:8][C@@H:9]([CH2:14][CH2:15][C:16]([C:18]1[CH:23]=[CH:22][C:21]([O:24][CH2:25][C:26]2[CH:31]=[CH:30][CH:29]=[CH:28][C:27]=2[F:32])=[CH:20][CH:19]=1)=O)[C:10]([O:12][CH3:13])=[O:11])=O)(C)(C)C.C(O)(C(F)(F)F)=O. Product: [F:32][C:27]1[CH:28]=[CH:29][CH:30]=[CH:31][C:26]=1[CH2:25][O:24][C:21]1[CH:22]=[CH:23][C:18]([C:16]2[CH2:15][CH2:14][C@@H:9]([C:10]([O:12][CH3:13])=[O:11])[N:8]=2)=[CH:19][CH:20]=1. The catalyst class is: 2.